From a dataset of Forward reaction prediction with 1.9M reactions from USPTO patents (1976-2016). Predict the product of the given reaction. (1) Given the reactants [CH2:1]([O:3][C:4]([C:6]1([C:9]2[CH:14]=[CH:13][C:12]([C:15]3[CH:20]=[CH:19][C:18]([C:21]4[O:25][N:24]=[C:23]([CH3:26])[C:22]=4[CH:27]([OH:31])[CH2:28][CH:29]=[CH2:30])=[CH:17][CH:16]=3)=[CH:11][CH:10]=2)[CH2:8][CH2:7]1)=[O:5])[CH3:2].I[C:33]1[CH:38]=[CH:37][C:36]([C:39]([F:42])([F:41])[F:40])=[CH:35][CH:34]=1.C(=O)([O-])[O-].[Cs+].[Cs+], predict the reaction product. The product is: [CH2:1]([O:3][C:4]([C:6]1([C:9]2[CH:10]=[CH:11][C:12]([C:15]3[CH:20]=[CH:19][C:18]([C:21]4[O:25][N:24]=[C:23]([CH3:26])[C:22]=4[CH:27]([OH:31])[CH2:28]/[CH:29]=[CH:30]/[C:33]4[CH:38]=[CH:37][C:36]([C:39]([F:42])([F:41])[F:40])=[CH:35][CH:34]=4)=[CH:17][CH:16]=3)=[CH:13][CH:14]=2)[CH2:8][CH2:7]1)=[O:5])[CH3:2]. (2) Given the reactants [OH:1][C:2]1[C:7]2[C@@:8]3([OH:45])[C@@:21]([O:25][CH3:26])([C@H:22]([OH:24])[CH2:23][C:6]=2[CH:5]=[C:4]([CH3:46])[C:3]=1[C:47](O)=[O:48])[C:20](=[O:27])[C:19]1[C:10](=[CH:11][C:12]2[C:13](=[O:43])[C:14]([NH:30][CH:31]4[C@H:36]([O:37][CH3:38])[C@H:35]([OH:39])[C@@H:34]([O:40][CH3:41])[C@H:33]([CH3:42])[O:32]4)=[CH:15][C:16](=[O:29])[C:17]=2[C:18]=1[OH:28])[C:9]3=[O:44].O.O[N:52]1[C:56]2[CH:57]=[CH:58][CH:59]=[CH:60][C:55]=2N=N1.NC1C=CC=CC=1, predict the reaction product. The product is: [OH:1][C:2]1[C:7]2[C@@:8]3([OH:45])[C@@:21]([O:25][CH3:26])([C@H:22]([OH:24])[CH2:23][C:6]=2[CH:5]=[C:4]([CH3:46])[C:3]=1[C:47]([NH:52][C:56]1[CH:55]=[CH:60][CH:59]=[CH:58][CH:57]=1)=[O:48])[C:20](=[O:27])[C:19]1[C:10](=[CH:11][C:12]2[C:13](=[O:43])[C:14]([NH:30][CH:31]4[C@H:36]([O:37][CH3:38])[C@H:35]([OH:39])[C@@H:34]([O:40][CH3:41])[C@H:33]([CH3:42])[O:32]4)=[CH:15][C:16](=[O:29])[C:17]=2[C:18]=1[OH:28])[C:9]3=[O:44].